The task is: Predict the product of the given reaction.. This data is from Forward reaction prediction with 1.9M reactions from USPTO patents (1976-2016). (1) Given the reactants Cl.[NH2:2][CH:3]1[CH2:8][CH2:7][N:6]([C:9]([O:11][C:12]([CH3:15])([CH3:14])[CH3:13])=[O:10])[CH2:5][CH2:4]1.[N+:16]([C:19]1[CH:26]=[CH:25][C:22]([CH:23]=O)=[CH:21][CH:20]=1)([O-:18])=[O:17].C(N(CC)CC)C.[BH4-].[Na+].C(=O)(O)[O-].[Na+], predict the reaction product. The product is: [C:12]([O:11][C:9]([N:6]1[CH2:5][CH2:4][CH:3]([NH:2][CH2:23][C:22]2[CH:25]=[CH:26][C:19]([N+:16]([O-:18])=[O:17])=[CH:20][CH:21]=2)[CH2:8][CH2:7]1)=[O:10])([CH3:15])([CH3:14])[CH3:13]. (2) The product is: [F:24][C:23]([F:25])([F:26])[C:15]1[CH:14]=[C:13]([CH:18]=[C:17]([C:19]([F:21])([F:22])[F:20])[CH:16]=1)[CH2:12][N:9]1[C:10]([N:27]2[CH2:32][CH2:31][O:30][CH2:29][CH2:28]2)=[C:6]([C:4]([N:27]2[CH2:32][CH2:31][O:30][CH2:29][CH2:28]2)=[O:5])[N:7]=[N:8]1. Given the reactants C(O[C:4]([C:6]1[N:7]=[N:8][N:9]([CH2:12][C:13]2[CH:18]=[C:17]([C:19]([F:22])([F:21])[F:20])[CH:16]=[C:15]([C:23]([F:26])([F:25])[F:24])[CH:14]=2)[C:10]=1Cl)=[O:5])C.[NH:27]1[CH2:32][CH2:31][O:30][CH2:29][CH2:28]1.Cl, predict the reaction product. (3) Given the reactants C[O:2][C:3](=O)[CH2:4][CH2:5][C:6]1[C:7](=[O:20])[N:8]([CH2:11][CH2:12][C:13]2[CH:18]=[CH:17][CH:16]=[CH:15][C:14]=2[F:19])[CH2:9][CH:10]=1.[NH2:22][O:23][K].C(O)(=O)C, predict the reaction product. The product is: [F:19][C:14]1[CH:15]=[CH:16][CH:17]=[CH:18][C:13]=1[CH2:12][CH2:11][N:8]1[CH2:9][CH:10]=[C:6]([CH2:5][CH2:4][C:3]([NH:22][OH:23])=[O:2])[C:7]1=[O:20]. (4) Given the reactants [Cl:1][C:2]1[CH:3]=[C:4]([C:9]2[CH:14]=[C:13]([CH3:15])[N:12]=[C:11]([N:16]3[CH:20]=[C:19](I)[N:18]=[CH:17]3)[N:10]=2)[CH:5]=[CH:6][C:7]=1[Cl:8].[Cl-].[Li+].C([Mg]Cl)(C)C.[CH2:29]([Sn:33](Cl)([CH2:38][CH2:39][CH2:40][CH3:41])[CH2:34][CH2:35][CH2:36][CH3:37])[CH2:30][CH2:31][CH3:32].[Cl-].[NH4+], predict the reaction product. The product is: [Cl:1][C:2]1[CH:3]=[C:4]([C:9]2[CH:14]=[C:13]([CH3:15])[N:12]=[C:11]([N:16]3[CH:20]=[C:19]([Sn:33]([CH2:34][CH2:35][CH2:36][CH3:37])([CH2:38][CH2:39][CH2:40][CH3:41])[CH2:29][CH2:30][CH2:31][CH3:32])[N:18]=[CH:17]3)[N:10]=2)[CH:5]=[CH:6][C:7]=1[Cl:8]. (5) Given the reactants [H-].[Na+].[Cl:3][C:4]1[CH:9]=[C:8]([C:10]2[CH:15]=[N:14][CH:13]=[C:12]([CH3:16])[N:11]=2)[CH:7]=[CH:6][C:5]=1[C:17]1[C:28](=[O:29])[NH:27][C:20]2[N:21]=[C:22]([S:25][CH3:26])[N:23]=[CH:24][C:19]=2[CH:18]=1.[O:30]1[C:32]2([CH2:37][CH2:36][N:35]([C:38]([O:40][CH2:41][C:42]3[CH:47]=[CH:46][CH:45]=[CH:44][CH:43]=3)=[O:39])[CH2:34][CH2:33]2)[CH2:31]1, predict the reaction product. The product is: [Cl:3][C:4]1[CH:9]=[C:8]([C:10]2[CH:15]=[N:14][CH:13]=[C:12]([CH3:16])[N:11]=2)[CH:7]=[CH:6][C:5]=1[C:17]1[C:28](=[O:29])[N:27]([CH2:31][C:32]2([OH:30])[CH2:33][CH2:34][N:35]([C:38]([O:40][CH2:41][C:42]3[CH:47]=[CH:46][CH:45]=[CH:44][CH:43]=3)=[O:39])[CH2:36][CH2:37]2)[C:20]2[N:21]=[C:22]([S:25][CH3:26])[N:23]=[CH:24][C:19]=2[CH:18]=1. (6) Given the reactants O=[O+][O-].CO[C:6]([C:8]1[CH:12]=[C:11]([Br:13])[N:10]([CH:14]([CH3:16])[CH3:15])[C:9]=1[CH:17]([C:19]1[CH:24]=[CH:23][C:22]([Cl:25])=[CH:21][CH:20]=1)O)=[O:7].[CH3:26][N:27]1[CH:31]=[C:30]([NH2:32])[C:29]([CH3:33])=[N:28]1.C(OC(C1C=CN(C(C)C)C=1C(C1C=CC(Cl)=CC=1)O)=O)C.NC1C=C(Cl)C(=O)N(CC2C=CC(OC)=CC=2)C=1.O(S(C)(=O)=O)S(C)(=O)=O, predict the reaction product. The product is: [Br:13][C:11]1[N:10]([CH:14]([CH3:16])[CH3:15])[C:9]2[CH:17]([C:19]3[CH:24]=[CH:23][C:22]([Cl:25])=[CH:21][CH:20]=3)[N:32]([C:30]3[C:29]([CH3:33])=[N:28][N:27]([CH3:26])[CH:31]=3)[C:6](=[O:7])[C:8]=2[CH:12]=1.